Dataset: Forward reaction prediction with 1.9M reactions from USPTO patents (1976-2016). Task: Predict the product of the given reaction. Given the reactants [OH:1][C:2]1[CH:7]=[CH:6][C:5]([C:8]2[S:12][C:11]3[CH:13]=[C:14]([O:17]C)[CH:15]=[CH:16][C:10]=3[C:9]=2[O:19][C:20]2[CH:25]=[CH:24][C:23](/[CH:26]=[CH:27]/[C:28]([O:30]C)=[O:29])=[CH:22][CH:21]=2)=[CH:4][CH:3]=1.O.[Li+].[OH-].[CH2:35]1COCC1, predict the reaction product. The product is: [OH:17][C:14]1[CH:15]=[CH:16][C:10]2[C:9]([O:19][C:20]3[CH:21]=[CH:22][C:23](/[CH:26]=[CH:27]/[C:28]([OH:30])=[O:29])=[CH:24][CH:25]=3)=[C:8]([C:5]3[CH:6]=[CH:7][C:2]([O:1][CH3:35])=[CH:3][CH:4]=3)[S:12][C:11]=2[CH:13]=1.